From a dataset of Forward reaction prediction with 1.9M reactions from USPTO patents (1976-2016). Predict the product of the given reaction. (1) Given the reactants C[O:2][C:3]([C:5]1[CH:10]=[CH:9][C:8]([NH:11][CH2:12][C:13]2[CH:18]=[CH:17][CH:16]=[C:15]([Br:19])[CH:14]=2)=[C:7]([NH2:20])[N:6]=1)=[O:4].[OH-].[Na+].C1COCC1.Cl, predict the reaction product. The product is: [NH2:20][C:7]1[N:6]=[C:5]([C:3]([OH:4])=[O:2])[CH:10]=[CH:9][C:8]=1[NH:11][CH2:12][C:13]1[CH:18]=[CH:17][CH:16]=[C:15]([Br:19])[CH:14]=1. (2) Given the reactants [CH3:1][CH:2]1[CH2:7][CH2:6][N:5]([C:8]2[C:13]([CH2:14][NH2:15])=[CH:12][CH:11]=[C:10]([C:16]([F:19])([F:18])[F:17])[N:9]=2)[CH2:4][CH2:3]1.C(N(CC)CC)C.[OH:27][CH2:28][CH2:29][NH:30][C:31]1[N:36]=[CH:35][C:34]([NH:37][C:38](=O)[O:39]C2C=CC=CC=2)=[CH:33][CH:32]=1, predict the reaction product. The product is: [OH:27][CH2:28][CH2:29][NH:30][C:31]1[N:36]=[CH:35][C:34]([NH:37][C:38]([NH:15][CH2:14][C:13]2[C:8]([N:5]3[CH2:4][CH2:3][CH:2]([CH3:1])[CH2:7][CH2:6]3)=[N:9][C:10]([C:16]([F:19])([F:17])[F:18])=[CH:11][CH:12]=2)=[O:39])=[CH:33][CH:32]=1. (3) Given the reactants [CH3:1][C:2]1([CH3:24])[CH2:11][CH2:10][C:9]2[C:4](=[CH:5][CH:6]=[C:7]([S:12]([NH:15][CH2:16][C:17]([O:19][C:20]([CH3:23])([CH3:22])[CH3:21])=[O:18])(=[O:14])=[O:13])[CH:8]=2)[O:3]1.CCN(P1(N(C)CCCN1C)=NC(C)(C)C)CC.[Br:43][C:44]1[CH:49]=[CH:48][C:47]([O:50][CH3:51])=[C:46]([CH2:52]Br)[CH:45]=1, predict the reaction product. The product is: [Br:43][C:44]1[CH:49]=[CH:48][C:47]([O:50][CH3:51])=[C:46]([CH:45]=1)[CH2:52][N:15]([CH2:16][C:17]([O:19][C:20]([CH3:23])([CH3:22])[CH3:21])=[O:18])[S:12]([C:7]1[CH:8]=[C:9]2[C:4](=[CH:5][CH:6]=1)[O:3][C:2]([CH3:24])([CH3:1])[CH2:11][CH2:10]2)(=[O:14])=[O:13]. (4) Given the reactants [CH2:1]([N:3]([CH2:36][CH3:37])[CH2:4][CH2:5][CH2:6][NH:7][C:8]1[N:9]=[C:10]([C:27]2[CH:35]=[CH:34][C:30]([C:31](O)=[O:32])=[CH:29][CH:28]=2)[C:11]2[CH:17]=[CH:16][C:15](=[O:18])[N:14]([C:19]3[C:24]([F:25])=[CH:23][CH:22]=[CH:21][C:20]=3[F:26])[C:12]=2[N:13]=1)[CH3:2].CN(C(O[N:53]1N=[N:53][C:48]2[CH:49]=[CH:50][CH:50]=[CH:49][C:48]1=2)=[N+](C)C)C.F[P-](F)(F)(F)(F)F.C(N(CC)CC)C.C1(N)CC1, predict the reaction product. The product is: [CH:48]1([NH:53][C:31](=[O:32])[C:30]2[CH:34]=[CH:35][C:27]([C:10]3[C:11]4[CH:17]=[CH:16][C:15](=[O:18])[N:14]([C:19]5[C:20]([F:26])=[CH:21][CH:22]=[CH:23][C:24]=5[F:25])[C:12]=4[N:13]=[C:8]([NH:7][CH2:6][CH2:5][CH2:4][N:3]([CH2:36][CH3:37])[CH2:1][CH3:2])[N:9]=3)=[CH:28][CH:29]=2)[CH2:50][CH2:49]1. (5) Given the reactants Cl[C:2]1[C:11]2[C:6](=[CH:7][C:8]([Cl:12])=[CH:9][CH:10]=2)[N:5]=[CH:4][CH:3]=1.[CH3:13][C@@H:14]1[CH2:19][C@H:18]([NH2:20])[C@H:17]([CH3:21])[CH2:16][C@@H:15]1[NH2:22], predict the reaction product. The product is: [Cl:12][C:8]1[CH:7]=[C:6]2[C:11]([C:2]([NH:20][C@H:18]3[CH2:19][C@@H:14]([CH3:13])[C@@H:15]([NH2:22])[CH2:16][C@H:17]3[CH3:21])=[CH:3][CH:4]=[N:5]2)=[CH:10][CH:9]=1. (6) Given the reactants [C:1]([O:5][C:6]([N:8]1[CH2:13][CH2:12][CH2:11][C@@H:10]([C:14]([OH:16])=O)[CH2:9]1)=[O:7])([CH3:4])([CH3:3])[CH3:2].[C:17](N1C=CN=C1)(N1C=CN=C1)=[O:18].C([N:31]([CH2:34]C)CC)C, predict the reaction product. The product is: [CH3:17][O:18][N:31]([CH3:34])[C:14]([C@@H:10]1[CH2:11][CH2:12][CH2:13][N:8]([C:6]([O:5][C:1]([CH3:2])([CH3:3])[CH3:4])=[O:7])[CH2:9]1)=[O:16].